Dataset: Catalyst prediction with 721,799 reactions and 888 catalyst types from USPTO. Task: Predict which catalyst facilitates the given reaction. (1) Reactant: [H-].[Na+].[CH2:3](Br)[C:4]1[CH:9]=[CH:8][CH:7]=[CH:6][CH:5]=1.[OH2:11].[CH3:12][CH2:13][O:14][C:15]([CH3:17])=[O:16]. Product: [CH2:3]([O:11][CH:4]1[CH2:5][CH2:6][C:15]2([O:16][CH2:12][CH2:13][O:14]2)[CH2:17][CH2:3]1)[C:4]1[CH:9]=[CH:8][CH:7]=[CH:6][CH:5]=1. The catalyst class is: 3. (2) Reactant: C(O[C:4]1[CH2:10][C:9](=[O:11])[NH:8][C:7]2[CH:12]=[CH:13][CH:14]=[CH:15][C:6]=2[N:5]=1)C.[C:16]([NH:24][NH2:25])(=O)[C:17]1[CH:22]=[CH:21][CH:20]=[CH:19][CH:18]=1. Product: [C:17]1([C:16]2[N:5]3[C:4]([CH2:10][C:9](=[O:11])[NH:8][C:7]4[CH:12]=[CH:13][CH:14]=[CH:15][C:6]=43)=[N:25][N:24]=2)[CH:22]=[CH:21][CH:20]=[CH:19][CH:18]=1. The catalyst class is: 52. (3) Reactant: [N+:1](=[C:3]1[C:8](=[O:9])[NH:7][C:6](=[O:10])[NH:5][C:4]1=[O:11])=[N-:2].[NH:12]1[C:19](=[O:20])[CH2:18][C:16](=[O:17])[NH:15][C:13]1=[O:14].[OH-].[K+]. Product: [N:2]([CH:18]1[C:16](=[O:17])[NH:15][C:13](=[O:14])[NH:12][C:19]1=[O:20])=[N:1][CH:3]1[C:4](=[O:11])[NH:5][C:6](=[O:10])[NH:7][C:8]1=[O:9]. The catalyst class is: 6. (4) Reactant: [C:1]([O:9][CH2:10][CH3:11])(=[O:8])[CH2:2][C:3]([O:5][CH2:6][CH3:7])=[O:4].[Cl-].[Cl-].[Mg+2].C(N(CC)CC)C.[CH3:22][C:23]1[C:31]([N+:32]([O-:34])=[O:33])=[CH:30][CH:29]=[CH:28][C:24]=1[C:25](Cl)=[O:26]. The catalyst class is: 13. Product: [CH3:22][C:23]1[C:31]([N+:32]([O-:34])=[O:33])=[CH:30][CH:29]=[CH:28][C:24]=1[C:25]([CH:2]([C:3]([O:5][CH2:6][CH3:7])=[O:4])[C:1]([O:9][CH2:10][CH3:11])=[O:8])=[O:26]. (5) Reactant: [C:1]([OH:5])(=O)[CH2:2][CH3:3].C1C=CC2N(O)N=NC=2C=1.CCN=C=NCCCN(C)C.Cl.[NH2:28][C:29]1[CH:30]=[N:31][CH:32]=[C:33]([Br:35])[CH:34]=1.CN1CCOCC1. Product: [Br:35][C:33]1[CH:34]=[C:29]([NH:28][C:1](=[O:5])[CH2:2][CH3:3])[CH:30]=[N:31][CH:32]=1. The catalyst class is: 3. (6) Product: [C:4]([Si:1]([CH3:3])([CH3:2])[O:8][C@@H:9]1[CH2:10][C@@H:11]([O:17][Si:24]([CH2:29][CH3:30])([CH2:27][CH3:28])[CH2:25][CH3:26])[CH2:12][C@H:13]2[C@:15]1([CH3:16])[O:14]2)([CH3:7])([CH3:6])[CH3:5]. Reactant: [Si:1]([O:8][C@H:9]1[C@:15]2([CH3:16])[C@@H:13]([O:14]2)[CH2:12][C@H:11]([OH:17])[CH2:10]1)([C:4]([CH3:7])([CH3:6])[CH3:5])([CH3:3])[CH3:2].N1C=CN=C1.Cl[Si:24]([CH2:29][CH3:30])([CH2:27][CH3:28])[CH2:25][CH3:26].O. The catalyst class is: 9. (7) Product: [F:18][C:19]1[CH:29]=[CH:28][CH:27]=[C:26]([F:30])[C:20]=1[C:21]([NH:23][C:24](=[O:25])[N:4]([CH3:5])[C:3]1[CH:6]=[CH:7][C:8]([S:10][C:11]([F:17])([F:16])[C:12]([F:13])([F:14])[F:15])=[CH:9][C:2]=1[CH3:1])=[O:22]. Reactant: [CH3:1][C:2]1[CH:9]=[C:8]([S:10][C:11]([F:17])([F:16])[C:12]([F:15])([F:14])[F:13])[CH:7]=[CH:6][C:3]=1[NH:4][CH3:5].[F:18][C:19]1[CH:29]=[CH:28][CH:27]=[C:26]([F:30])[C:20]=1[C:21]([N:23]=[C:24]=[O:25])=[O:22].CCCCCC. The catalyst class is: 27.